Dataset: Catalyst prediction with 721,799 reactions and 888 catalyst types from USPTO. Task: Predict which catalyst facilitates the given reaction. Reactant: [CH2:1]([C:8]1[C:9]([CH2:19][NH:20][CH:21]2[CH2:23][CH2:22]2)=[N:10][C:11]2[C:16]([N:17]=1)=[CH:15][CH:14]=[C:13]([Cl:18])[CH:12]=2)[C:2]1[CH:7]=[CH:6][CH:5]=[CH:4][CH:3]=1.[C:24]([NH:31]C(C)C=O)([O:26][C:27]([CH3:30])([CH3:29])[CH3:28])=[O:25].[CH3:36][C:37](O)=O.[BH-](OC(C)=O)(OC(C)=O)O[C:42](C)=O.[Na+]. Product: [C:27]([O:26][C:24](=[O:25])[NH:31][CH2:22][CH2:23][CH2:21][NH:20][CH:19]([C:9]1[C:8]([CH2:1][C:2]2[CH:7]=[CH:6][CH:5]=[CH:4][CH:3]=2)=[N:17][C:16]2[C:11](=[CH:12][C:13]([Cl:18])=[CH:14][CH:15]=2)[N:10]=1)[CH:37]1[CH2:36][CH2:42]1)([CH3:28])([CH3:29])[CH3:30]. The catalyst class is: 5.